Dataset: P-glycoprotein inhibition data for predicting drug efflux from Broccatelli et al.. Task: Regression/Classification. Given a drug SMILES string, predict its absorption, distribution, metabolism, or excretion properties. Task type varies by dataset: regression for continuous measurements (e.g., permeability, clearance, half-life) or binary classification for categorical outcomes (e.g., BBB penetration, CYP inhibition). Dataset: pgp_broccatelli. The drug is CN1CCN(CCCN2c3ccccc3Sc3ccc(C(F)(F)F)cc32)CC1. The result is 1 (inhibitor).